This data is from Peptide-MHC class I binding affinity with 185,985 pairs from IEDB/IMGT. The task is: Regression. Given a peptide amino acid sequence and an MHC pseudo amino acid sequence, predict their binding affinity value. This is MHC class I binding data. (1) The peptide sequence is DSDPMDGCE. The MHC is HLA-B35:01 with pseudo-sequence HLA-B35:01. The binding affinity (normalized) is 0.0847. (2) The peptide sequence is KVYNGIFVDT. The MHC is HLA-A68:02 with pseudo-sequence HLA-A68:02. The binding affinity (normalized) is 0.332. (3) The peptide sequence is FLHPKHWGT. The MHC is HLA-A03:01 with pseudo-sequence HLA-A03:01. The binding affinity (normalized) is 0.0847. (4) The peptide sequence is WPEIVGAIV. The MHC is HLA-B15:09 with pseudo-sequence HLA-B15:09. The binding affinity (normalized) is 0.0847.